From a dataset of Full USPTO retrosynthesis dataset with 1.9M reactions from patents (1976-2016). Predict the reactants needed to synthesize the given product. (1) Given the product [O:1]1[C:5]2[CH:6]=[CH:7][C:8]([C:10]([CH2:29][CH3:30])=[C:11]([C:22]3[CH:27]=[CH:26][C:25]([OH:28])=[CH:24][CH:23]=3)[C:12]3[CH:17]=[CH:16][C:15]([O:18][CH2:19][CH2:20][NH:32][CH3:31])=[CH:14][CH:13]=3)=[CH:9][C:4]=2[N:3]=[CH:2]1, predict the reactants needed to synthesize it. The reactants are: [O:1]1[C:5]2[CH:6]=[CH:7][C:8]([C:10]([CH2:29][CH3:30])=[C:11]([C:22]3[CH:27]=[CH:26][C:25]([OH:28])=[CH:24][CH:23]=3)[C:12]3[CH:17]=[CH:16][C:15]([O:18][CH2:19][CH2:20]Cl)=[CH:14][CH:13]=3)=[CH:9][C:4]=2[N:3]=[CH:2]1.[CH3:31][NH2:32]. (2) Given the product [Cl:23][C:24]1[C:31]([CH3:32])=[C:30]([N:33]2[C:37](=[O:38])[C:36]3([CH2:42][CH2:41][C:40](=[O:43])[CH2:39]3)[N:35]([CH3:44])[C:34]2=[O:45])[CH:29]=[CH:28][C:25]=1[C:26]#[N:27], predict the reactants needed to synthesize it. The reactants are: CC(OI1(OC(C)=O)(OC(C)=O)OC(=O)C2C=CC=CC1=2)=O.[Cl:23][C:24]1[C:31]([CH3:32])=[C:30]([N:33]2[C:37](=[O:38])[C:36]3([CH2:42][CH2:41][CH:40]([OH:43])[CH2:39]3)[N:35]([CH3:44])[C:34]2=[O:45])[CH:29]=[CH:28][C:25]=1[C:26]#[N:27].